The task is: Predict the product of the given reaction.. This data is from Forward reaction prediction with 1.9M reactions from USPTO patents (1976-2016). (1) The product is: [CH:31]1([CH2:30][O:29][C:22]2[CH:23]=[CH:24][C:25]([O:27][CH3:28])=[CH:26][C:21]=2[C:20]2[CH:19]=[CH:18][N:17]=[C:16]3[C:12]([C:10]([NH:9][C@H:6]4[CH2:7][CH2:8][C@H:3]([NH:2][C:38](=[O:39])[CH2:37][O:36][CH3:35])[CH2:4][CH2:5]4)=[O:11])=[C:13]([CH3:34])[NH:14][C:15]=23)[CH2:32][CH2:33]1. Given the reactants Cl.[NH2:2][C@H:3]1[CH2:8][CH2:7][C@H:6]([NH:9][C:10]([C:12]2[C:16]3=[N:17][CH:18]=[CH:19][C:20]([C:21]4[CH:26]=[C:25]([O:27][CH3:28])[CH:24]=[CH:23][C:22]=4[O:29][CH2:30][CH:31]4[CH2:33][CH2:32]4)=[C:15]3[NH:14][C:13]=2[CH3:34])=[O:11])[CH2:5][CH2:4]1.[CH3:35][O:36][CH2:37][C:38](Cl)=[O:39], predict the reaction product. (2) Given the reactants [C:1]([O:5][C:6]([N:8]1[CH2:12][CH2:11][C:10]([CH3:38])([NH:13][C:14]2[CH:15]=[C:16]3[C:25](=[CH:26][CH:27]=2)[O:24][CH2:23][C:22]2[N:17]3[CH:18]([CH3:37])[C:19](=[O:36])[N:20](COCC[Si](C)(C)C)[N:21]=2)[CH2:9]1)=[O:7])([CH3:4])([CH3:3])[CH3:2].C(OC(N1CCC(N)(C)C1)=O)(C)(C)C.CCCC[N+](CCCC)(CCCC)CCCC.[F-], predict the reaction product. The product is: [C:1]([O:5][C:6]([N:8]1[CH2:12][CH2:11][C:10]([CH3:38])([NH:13][C:14]2[CH:15]=[C:16]3[C:25](=[CH:26][CH:27]=2)[O:24][CH2:23][C:22]2[N:17]3[CH:18]([CH3:37])[C:19](=[O:36])[NH:20][N:21]=2)[CH2:9]1)=[O:7])([CH3:4])([CH3:2])[CH3:3]. (3) Given the reactants [CH3:1][C:2]1[C:6]([C:7]2[CH:16]=[C:15]3[C:10]([C:11]([NH:20][C@@H:21]([C:23]4[CH:28]=[CH:27][CH:26]=[CH:25][CH:24]=4)[CH3:22])=[C:12]([N+:17]([O-])=O)[CH:13]=[N:14]3)=[CH:9][C:8]=2[O:29][CH3:30])=[C:5]([CH3:31])[O:4][N:3]=1.O.O.Cl[Sn]Cl, predict the reaction product. The product is: [CH3:1][C:2]1[C:6]([C:7]2[CH:16]=[C:15]3[C:10]([C:11]([NH:20][C@@H:21]([C:23]4[CH:28]=[CH:27][CH:26]=[CH:25][CH:24]=4)[CH3:22])=[C:12]([NH2:17])[CH:13]=[N:14]3)=[CH:9][C:8]=2[O:29][CH3:30])=[C:5]([CH3:31])[O:4][N:3]=1. (4) Given the reactants [CH3:1][C:2]1[CH:7]=[C:6]([C:8]2[CH:13]=[CH:12][C:11]([C:14]([F:17])([F:16])[F:15])=[CH:10][CH:9]=2)[C:5]([C:18]([OH:20])=[O:19])=[CH:4][CH:3]=1.[C:21](=O)([O-])O.[Na+].CI.O, predict the reaction product. The product is: [CH3:1][C:2]1[CH:7]=[C:6]([C:8]2[CH:9]=[CH:10][C:11]([C:14]([F:16])([F:17])[F:15])=[CH:12][CH:13]=2)[C:5]([C:18]([O:20][CH3:21])=[O:19])=[CH:4][CH:3]=1. (5) Given the reactants [NH2:1][C:2]12[CH2:9][CH2:8][C:5]([CH2:10][CH2:11][N:12]3[C:17](=[O:18])[CH:16]=[N:15][C:14]4[CH:19]=[CH:20][C:21]([O:23][CH3:24])=[N:22][C:13]3=4)([CH2:6][CH2:7]1)[O:4][CH2:3]2.[CH3:25][N:26]1[C:35]2[C:30](=[CH:31][CH:32]=[CH:33][CH:34]=2)[CH:29]=[C:28]([CH:36]=O)[C:27]1=[O:38], predict the reaction product. The product is: [CH3:24][O:23][C:21]1[CH:20]=[CH:19][C:14]2[N:15]=[CH:16][C:17](=[O:18])[N:12]([CH2:11][CH2:10][C:5]34[CH2:8][CH2:9][C:2]([NH:1][CH2:36][C:28]5[C:27](=[O:38])[N:26]([CH3:25])[C:35]6[C:30]([CH:29]=5)=[CH:31][CH:32]=[CH:33][CH:34]=6)([CH2:7][CH2:6]3)[CH2:3][O:4]4)[C:13]=2[N:22]=1. (6) Given the reactants [F:1][C:2]([F:7])([F:6])[C:3]([OH:5])=[O:4].[Cl:8][C:9]1[CH:10]=[N:11][C:12]2[NH:13][C:14]3[CH:15]=[CH:16][CH:17]=[C:18]([CH:34]=3)[CH2:19][CH2:20][C:21]3[CH:29]=[C:25]([NH:26][C:27]=1[N:28]=2)[CH:24]=[C:23]([C:30]([O:32]C)=[O:31])[CH:22]=3.O, predict the reaction product. The product is: [F:1][C:2]([F:7])([F:6])[C:3]([OH:5])=[O:4].[Cl:8][C:9]1[CH:10]=[N:11][C:12]2[NH:13][C:14]3[CH:15]=[CH:16][CH:17]=[C:18]([CH:34]=3)[CH2:19][CH2:20][C:21]3[CH:29]=[C:25]([NH:26][C:27]=1[N:28]=2)[CH:24]=[C:23]([C:30]([OH:32])=[O:31])[CH:22]=3. (7) Given the reactants [N+:1]([C:4]1[CH:5]=[C:6]2[C:11](=[CH:12][CH:13]=1)[N:10]=[CH:9][N:8]=[C:7]2[N:14]1[CH2:19][CH2:18][N:17]([C:20]([NH:22][C:23]2[CH:28]=[CH:27][C:26]([O:29][C:30]3[CH:35]=[CH:34][CH:33]=[CH:32][CH:31]=3)=[CH:25][CH:24]=2)=[O:21])[CH2:16][CH2:15]1)([O-])=O.[H][H].C(N(CC)CC)C.[C:45](OC(=O)C)(=[O:47])[CH3:46], predict the reaction product. The product is: [C:45]([NH:1][C:4]1[CH:5]=[C:6]2[C:11](=[CH:12][CH:13]=1)[N:10]=[CH:9][N:8]=[C:7]2[N:14]1[CH2:19][CH2:18][N:17]([C:20]([NH:22][C:23]2[CH:28]=[CH:27][C:26]([O:29][C:30]3[CH:35]=[CH:34][CH:33]=[CH:32][CH:31]=3)=[CH:25][CH:24]=2)=[O:21])[CH2:16][CH2:15]1)(=[O:47])[CH3:46].